This data is from Full USPTO retrosynthesis dataset with 1.9M reactions from patents (1976-2016). The task is: Predict the reactants needed to synthesize the given product. (1) Given the product [C:17]([CH:2]([O:8][C:9]1[CH:14]=[CH:13][CH:12]=[CH:11][C:10]=1[O:15][CH3:16])[C:3]([O:5][CH2:6][CH3:7])=[O:4])#[N:18], predict the reactants needed to synthesize it. The reactants are: Br[CH:2]([O:8][C:9]1[CH:14]=[CH:13][CH:12]=[CH:11][C:10]=1[O:15][CH3:16])[C:3]([O:5][CH2:6][CH3:7])=[O:4].[C-:17]#[N:18]. (2) Given the product [CH3:1][O:2][C:3](=[O:9])[CH2:4][O:5][CH2:6][CH2:7][I:34], predict the reactants needed to synthesize it. The reactants are: [CH3:1][O:2][C:3](=[O:9])[CH2:4][O:5][CH2:6][CH2:7]O.N1C=CN=C1.C1(P(C2C=CC=CC=2)C2C=CC=CC=2)C=CC=CC=1.[I:34]I.